Regression. Given two drug SMILES strings and cell line genomic features, predict the synergy score measuring deviation from expected non-interaction effect. From a dataset of NCI-60 drug combinations with 297,098 pairs across 59 cell lines. (1) Synergy scores: CSS=15.7, Synergy_ZIP=-7.33, Synergy_Bliss=-7.37, Synergy_Loewe=-58.0, Synergy_HSA=-6.66. Cell line: LOX IMVI. Drug 1: CC12CCC(CC1=CCC3C2CCC4(C3CC=C4C5=CN=CC=C5)C)O. Drug 2: C(CN)CNCCSP(=O)(O)O. (2) Drug 1: C1=CC=C(C=C1)NC(=O)CCCCCCC(=O)NO. Drug 2: CC12CCC3C(C1CCC2O)C(CC4=C3C=CC(=C4)O)CCCCCCCCCS(=O)CCCC(C(F)(F)F)(F)F. Cell line: KM12. Synergy scores: CSS=-2.89, Synergy_ZIP=2.99, Synergy_Bliss=1.86, Synergy_Loewe=-1.71, Synergy_HSA=-2.61. (3) Drug 1: CC1C(C(CC(O1)OC2CC(CC3=C2C(=C4C(=C3O)C(=O)C5=C(C4=O)C(=CC=C5)OC)O)(C(=O)C)O)N)O.Cl. Drug 2: C1=CC(=CC=C1CCCC(=O)O)N(CCCl)CCCl. Cell line: SK-MEL-2. Synergy scores: CSS=25.3, Synergy_ZIP=4.00, Synergy_Bliss=9.82, Synergy_Loewe=5.23, Synergy_HSA=10.7. (4) Drug 1: CCC1=CC2CC(C3=C(CN(C2)C1)C4=CC=CC=C4N3)(C5=C(C=C6C(=C5)C78CCN9C7C(C=CC9)(C(C(C8N6C)(C(=O)OC)O)OC(=O)C)CC)OC)C(=O)OC.C(C(C(=O)O)O)(C(=O)O)O. Drug 2: C1=NNC2=C1C(=O)NC=N2. Cell line: MDA-MB-435. Synergy scores: CSS=36.5, Synergy_ZIP=-3.72, Synergy_Bliss=-7.84, Synergy_Loewe=-47.4, Synergy_HSA=-8.47.